This data is from Merck oncology drug combination screen with 23,052 pairs across 39 cell lines. The task is: Regression. Given two drug SMILES strings and cell line genomic features, predict the synergy score measuring deviation from expected non-interaction effect. (1) Drug 1: CC(=O)OC1C(=O)C2(C)C(O)CC3OCC3(OC(C)=O)C2C(OC(=O)c2ccccc2)C2(O)CC(OC(=O)C(O)C(NC(=O)c3ccccc3)c3ccccc3)C(C)=C1C2(C)C. Drug 2: CC(C)CC(NC(=O)C(Cc1ccccc1)NC(=O)c1cnccn1)B(O)O. Cell line: HCT116. Synergy scores: synergy=-18.2. (2) Drug 1: N.N.O=C(O)C1(C(=O)O)CCC1.[Pt]. Drug 2: Cn1cc(-c2cnn3c(N)c(Br)c(C4CCCNC4)nc23)cn1. Cell line: DLD1. Synergy scores: synergy=-5.03. (3) Drug 1: Nc1ccn(C2OC(CO)C(O)C2(F)F)c(=O)n1. Drug 2: CCN(CC)CCNC(=O)c1c(C)[nH]c(C=C2C(=O)Nc3ccc(F)cc32)c1C. Cell line: SKMES1. Synergy scores: synergy=-14.0. (4) Drug 1: CS(=O)(=O)CCNCc1ccc(-c2ccc3ncnc(Nc4ccc(OCc5cccc(F)c5)c(Cl)c4)c3c2)o1. Drug 2: O=C(NOCC(O)CO)c1ccc(F)c(F)c1Nc1ccc(I)cc1F. Cell line: ZR751. Synergy scores: synergy=53.4.